This data is from Catalyst prediction with 721,799 reactions and 888 catalyst types from USPTO. The task is: Predict which catalyst facilitates the given reaction. (1) The catalyst class is: 20. Reactant: Br[C:2]1[CH:10]=[CH:9][C:8]([O:11][CH3:12])=[CH:7][C:3]=1[C:4]([OH:6])=[O:5].[Li]CCCC.[C:18]([C:20]1[CH:21]=[C:22]([CH:29]=[CH:30][CH:31]=1)[C:23](N(OC)C)=[O:24])#[N:19].Cl. Product: [C:18]([C:20]1[CH:21]=[C:22]([CH:29]=[CH:30][CH:31]=1)[C:23]([C:2]1[CH:10]=[CH:9][C:8]([O:11][CH3:12])=[CH:7][C:3]=1[C:4]([OH:6])=[O:5])=[O:24])#[N:19]. (2) Reactant: [CH3:1][CH:2]1[C:7](=[O:8])[CH2:6][CH2:5][CH2:4][C:3]1=[O:9].CI.[C:12]([O-])([O-])=O.[K+].[K+]. Product: [CH3:1][C:2]1([CH3:12])[C:7](=[O:8])[CH2:6][CH2:5][CH2:4][C:3]1=[O:9]. The catalyst class is: 21.